Dataset: Catalyst prediction with 721,799 reactions and 888 catalyst types from USPTO. Task: Predict which catalyst facilitates the given reaction. (1) Product: [Cl:11][C:12]1[C:24]2[C:23]3[C:18](=[CH:19][CH:20]=[C:21]([NH:25][CH:1]=[O:3])[CH:22]=3)[NH:17][C:16]=2[N:15]=[CH:14][CH:13]=1. The catalyst class is: 1. Reactant: [CH:1]([OH:3])=O.C(OC(=O)C)(=O)C.[Cl:11][C:12]1[C:24]2[C:23]3[C:18](=[CH:19][CH:20]=[C:21]([NH2:25])[CH:22]=3)[NH:17][C:16]=2[N:15]=[CH:14][CH:13]=1.C(OC)(C)(C)C. (2) Reactant: [CH3:1][NH:2][C:3]1[C:12]2[C:7](=[CH:8][CH:9]=[C:10]([C:13]#[N:14])[CH:11]=2)[N:6]=[C:5]([C:15]2[CH:16]=[N:17][CH:18]=[CH:19][CH:20]=2)[N:4]=1.[CH3:21][C:22]([O:25][C:26](O[C:26]([O:25][C:22]([CH3:24])([CH3:23])[CH3:21])=[O:27])=[O:27])([CH3:24])[CH3:23].[BH4-].[Na+]. Product: [CH3:1][NH:2][C:3]1[C:12]2[C:7](=[CH:8][CH:9]=[C:10]([CH2:13][NH:14][C:26](=[O:27])[O:25][C:22]([CH3:24])([CH3:23])[CH3:21])[CH:11]=2)[N:6]=[C:5]([C:15]2[CH:16]=[N:17][CH:18]=[CH:19][CH:20]=2)[N:4]=1. The catalyst class is: 5. (3) Reactant: CC(C)([O-])C.[K+].[Br:7][C:8]1[C:9]([CH3:33])=[C:10]([CH2:15][C:16]([NH:18][C:19]2([C:29]([O:31]C)=O)[CH2:28][CH2:27][C:22]3([O:26][CH2:25][CH2:24][O:23]3)[CH2:21][CH2:20]2)=[O:17])[C:11]([CH3:14])=[CH:12][CH:13]=1.Cl. Product: [Br:7][C:8]1[C:9]([CH3:33])=[C:10]([C:15]2[C:16](=[O:17])[NH:18][C:19]3([C:29]=2[OH:31])[CH2:28][CH2:27][C:22]2([O:26][CH2:25][CH2:24][O:23]2)[CH2:21][CH2:20]3)[C:11]([CH3:14])=[CH:12][CH:13]=1. The catalyst class is: 9. (4) Reactant: [CH:1]1([NH:6][C:7]2[C:8]3[N:9]([CH:15]=[C:16]([N+:18]([O-:20])=[O:19])[CH:17]=3)[N:10]=[CH:11][C:12]=2[C:13]#[N:14])[CH2:5][CH2:4][CH2:3][CH2:2]1.[OH-:21].[NH4+].OO. Product: [CH:1]1([NH:6][C:7]2[C:8]3[N:9]([CH:15]=[C:16]([N+:18]([O-:20])=[O:19])[CH:17]=3)[N:10]=[CH:11][C:12]=2[C:13]([NH2:14])=[O:21])[CH2:5][CH2:4][CH2:3][CH2:2]1. The catalyst class is: 8. (5) Reactant: [CH3:1][C:2]1([CH3:23])[C:11]2[C:6](=[C:7]([O:18][CH:19]([CH3:21])[CH3:20])[CH:8]=[C:9]([C:12]#[C:13][Si](C)(C)C)[CH:10]=2)[C:5](=[O:22])[CH2:4][CH2:3]1.C(=O)([O-])[O-].[K+].[K+]. Product: [CH3:23][C:2]1([CH3:1])[C:11]2[C:6](=[C:7]([O:18][CH:19]([CH3:20])[CH3:21])[CH:8]=[C:9]([C:12]#[CH:13])[CH:10]=2)[C:5](=[O:22])[CH2:4][CH2:3]1. The catalyst class is: 5.